This data is from Reaction yield outcomes from USPTO patents with 853,638 reactions. The task is: Predict the reaction yield, written as a fraction of the theoretical maximum amount of product (1.0 means a 100% yield; for example, 0.34 means a 34% yield). (1) The reactants are [F:1][C:2]1[C:3]([N:13]2[CH2:18][CH2:17][N:16]([CH2:19][CH2:20][C:21]3[CH:26]=[CH:25][CH:24]=[C:23]([N+:27]([O-])=O)[CH:22]=3)[CH2:15][CH2:14]2)=[C:4]2[C:9](=[CH:10][CH:11]=1)[N:8]=[C:7]([CH3:12])[CH:6]=[CH:5]2.[Cl-].[NH4+]. The catalyst is CO.O.[Fe]. The product is [F:1][C:2]1[C:3]([N:13]2[CH2:14][CH2:15][N:16]([CH2:19][CH2:20][C:21]3[CH:22]=[C:23]([CH:24]=[CH:25][CH:26]=3)[NH2:27])[CH2:17][CH2:18]2)=[C:4]2[C:9](=[CH:10][CH:11]=1)[N:8]=[C:7]([CH3:12])[CH:6]=[CH:5]2. The yield is 0.910. (2) The reactants are Cl[C:2]1[C:11]2[C:6](=[CH:7][CH:8]=[C:9]([N+:12]([O-:14])=[O:13])[CH:10]=2)[N:5]=[C:4]([CH3:15])[N:3]=1.C[C:17]1NC(=O)[C:24]2[C:19](=[CH:20][CH:21]=[C:22]([N+]([O-])=O)[CH:23]=2)[N:18]=1.C(N(C(C)C)CC)(C)C.P(Cl)(Cl)(Cl)=O.[C:45]([O-])(O)=[O:46].[Na+]. The catalyst is C1(C)C=CC=CC=1. The product is [CH3:45][O:46][C:22]1[CH:21]=[CH:20][C:19]([N:18]([C:2]2[C:11]3[C:6](=[CH:7][CH:8]=[C:9]([N+:12]([O-:14])=[O:13])[CH:10]=3)[N:5]=[C:4]([CH3:15])[N:3]=2)[CH3:17])=[CH:24][CH:23]=1. The yield is 0.600. (3) The reactants are CNC(C)CCN.[C:8]([N:15]1[CH:19]=[CH:18]N=C1)([N:10]1[CH:14]=[CH:13]N=[CH:11]1)=[O:9]. The catalyst is O1CCCC1. The product is [CH3:11][N:10]1[CH:14]([CH3:13])[CH2:18][CH2:19][NH:15][C:8]1=[O:9]. The yield is 0.290. (4) The reactants are [F:1][C:2]1[CH:7]=[CH:6][C:5]([C:8]2[O:9][C:10]3[CH:20]=[C:19]([N:21]([CH3:26])[S:22]([CH3:25])(=[O:24])=[O:23])[C:18]([C:27]4[CH:32]=[CH:31][C:30]([OH:33])=[C:29]([C:34]5[NH:35][C:36]6[C:41]([CH:42]=5)=[CH:40][CH:39]=[CH:38][CH:37]=6)[CH:28]=4)=[CH:17][C:11]=3[C:12]=2[C:13]([NH:15][CH3:16])=[O:14])=[CH:4][CH:3]=1.[CH3:43][C:44]1[CH:45]=[CH:46][C:47](S(O)(=O)=O)=[CH:48][CH:49]=1.C(=O)C1C=CC=CC=1.O. The catalyst is C1(C)C(C)=CC=CC=1. The product is [F:1][C:2]1[CH:7]=[CH:6][C:5]([C:8]2[O:9][C:10]3[CH:20]=[C:19]([N:21]([CH3:26])[S:22]([CH3:25])(=[O:23])=[O:24])[C:18]([C:27]4[CH:28]=[C:29]5[C:34]6[NH:35][C:36]7[C:41]([C:42]=6[CH:43]([C:44]6[CH:45]=[CH:46][CH:47]=[CH:48][CH:49]=6)[O:33][C:30]5=[CH:31][CH:32]=4)=[CH:40][CH:39]=[CH:38][CH:37]=7)=[CH:17][C:11]=3[C:12]=2[C:13]([NH:15][CH3:16])=[O:14])=[CH:4][CH:3]=1. The yield is 0.380. (5) The reactants are [CH2:1](O)[CH2:2][CH:3]=[CH2:4].[CH:6]1[C:11]([CH:12]=[O:13])=[CH:10][C:9]2[O:14][CH2:15][O:16][C:8]=2[CH:7]=1.[Ga](Br)(Br)[Br:18]. The catalyst is ClCCl. The product is [Br:18][CH:2]1[CH2:3][CH2:4][O:13][CH:12]([C:11]2[CH:6]=[CH:7][C:8]3[O:16][CH2:15][O:14][C:9]=3[CH:10]=2)[CH2:1]1. The yield is 0.300. (6) The reactants are [CH3:16][C:11]1([CH3:17])[C:12]([CH3:15])([CH3:14])[O:13][B:9]([B:9]2[O:13][C:12]([CH3:15])([CH3:14])[C:11]([CH3:17])([CH3:16])[O:10]2)[O:10]1.CC([O-])=O.[K+].Br[C:25]1[CH:26]=[C:27]2[C:31](=[CH:32][CH:33]=1)[C:30](=[O:34])[NH:29][CH2:28]2. The catalyst is C1C=CC(P(C2C=CC=CC=2)[C-]2C=CC=C2)=CC=1.C1C=CC(P(C2C=CC=CC=2)[C-]2C=CC=C2)=CC=1.Cl[Pd]Cl.[Fe+2].CN(C=O)C. The product is [CH3:15][C:12]1([CH3:14])[C:11]([CH3:16])([CH3:17])[O:10][B:9]([C:25]2[CH:26]=[C:27]3[C:31](=[CH:32][CH:33]=2)[C:30](=[O:34])[NH:29][CH2:28]3)[O:13]1. The yield is 0.140. (7) The reactants are [Cl:1][C:2]1[CH:7]=[CH:6][CH:5]=[CH:4][C:3]=1[C:8]1[C:9]2[CH:21]=[CH:20][C:19](=[O:22])[N:18]([C:23]3[CH:28]=[CH:27][CH:26]=[CH:25][C:24]=3[Cl:29])[C:10]=2[N:11]=[C:12](S(C)(=O)=O)[N:13]=1.[CH3:30][N:31]([CH3:35])[CH2:32][CH2:33][NH2:34]. No catalyst specified. The product is [Cl:1][C:2]1[CH:7]=[CH:6][CH:5]=[CH:4][C:3]=1[C:8]1[C:9]2[CH:21]=[CH:20][C:19](=[O:22])[N:18]([C:23]3[CH:28]=[CH:27][CH:26]=[CH:25][C:24]=3[Cl:29])[C:10]=2[N:11]=[C:12]([NH:34][CH2:33][CH2:32][N:31]([CH3:35])[CH3:30])[N:13]=1. The yield is 0.840.